Dataset: Peptide-MHC class I binding affinity with 185,985 pairs from IEDB/IMGT. Task: Regression. Given a peptide amino acid sequence and an MHC pseudo amino acid sequence, predict their binding affinity value. This is MHC class I binding data. (1) The binding affinity (normalized) is 0.425. The peptide sequence is SLTSINVQA. The MHC is HLA-A02:01 with pseudo-sequence HLA-A02:01. (2) The peptide sequence is GRGPIRFVL. The MHC is HLA-B07:02 with pseudo-sequence HLA-B07:02. The binding affinity (normalized) is 0.0847. (3) The peptide sequence is ERYLKDQQL. The MHC is HLA-B44:02 with pseudo-sequence HLA-B44:02. The binding affinity (normalized) is 0.0331. (4) The peptide sequence is CTELKLSDY. The MHC is HLA-B15:09 with pseudo-sequence HLA-B15:09. The binding affinity (normalized) is 0.0847. (5) The peptide sequence is RIVVALSSLV. The MHC is HLA-A02:06 with pseudo-sequence HLA-A02:06. The binding affinity (normalized) is 0.791.